Dataset: Reaction yield outcomes from USPTO patents with 853,638 reactions. Task: Predict the reaction yield, written as a fraction of the theoretical maximum amount of product (1.0 means a 100% yield; for example, 0.34 means a 34% yield). (1) The yield is 0.546. The catalyst is ClCCl.O. The product is [Cl:11][C:12]1[S:15][N:10]=[C:8]([N:5]2[CH2:6][CH2:7][O:2][CH2:3][CH2:4]2)[N:9]=1. The reactants are Br.[O:2]1[CH2:7][CH2:6][N:5]([C:8]([NH2:10])=[NH:9])[CH2:4][CH2:3]1.[Cl:11][C:12]([SH:15])(Cl)Cl.[OH-].[Na+]. (2) The reactants are [CH2:1]([O:3][C:4](=[O:25])[C:5]1[CH:10]=[CH:9][CH:8]=[C:7]([N:11]2[C:15]([CH3:16])=[CH:14][CH:13]=[C:12]2[C:17]2[CH:22]=[C:21]([Cl:23])[CH:20]=[CH:19][C:18]=2[OH:24])[CH:6]=1)[CH3:2].[Cl:26][C:27]1[CH:28]=[C:29]([CH:32]=[CH:33][C:34]=1[Cl:35])[CH2:30]Br.C(=O)([O-])[O-].[K+].[K+]. The catalyst is CN(C=O)C.CCOC(C)=O.O. The product is [CH2:1]([O:3][C:4](=[O:25])[C:5]1[CH:10]=[CH:9][CH:8]=[C:7]([N:11]2[C:15]([CH3:16])=[CH:14][CH:13]=[C:12]2[C:17]2[CH:22]=[C:21]([Cl:23])[CH:20]=[CH:19][C:18]=2[O:24][CH2:30][C:29]2[CH:32]=[CH:33][C:34]([Cl:35])=[C:27]([Cl:26])[CH:28]=2)[CH:6]=1)[CH3:2]. The yield is 0.706. (3) The reactants are Cl[C:2]1[CH:3]=[CH:4][C:5]([N+:9]([O-:11])=[O:10])=[C:6]([CH:8]=1)[NH2:7].[CH3:12][N:13](C=O)C. The catalyst is [C-]#N.[C-]#N.[Zn+2].C1C=CC([P]([Pd]([P](C2C=CC=CC=2)(C2C=CC=CC=2)C2C=CC=CC=2)([P](C2C=CC=CC=2)(C2C=CC=CC=2)C2C=CC=CC=2)[P](C2C=CC=CC=2)(C2C=CC=CC=2)C2C=CC=CC=2)(C2C=CC=CC=2)C2C=CC=CC=2)=CC=1. The product is [NH2:7][C:6]1[CH:8]=[C:2]([CH:3]=[CH:4][C:5]=1[N+:9]([O-:11])=[O:10])[C:12]#[N:13]. The yield is 0.230. (4) The reactants are Br[C:2]1[C:3](=[O:10])[N:4]([CH3:9])[N:5]=[C:6]([Cl:8])[CH:7]=1.[NH2:11][C:12]1[N:17]=[CH:16][C:15]([CH:18]2[CH2:23][CH2:22][N:21]([C:24]([O:26][C:27]([CH3:30])([CH3:29])[CH3:28])=[O:25])[CH2:20][CH2:19]2)=[CH:14][CH:13]=1.C1(P(C2C=CC=CC=2)C2C3OC4C(=CC=CC=4P(C4C=CC=CC=4)C4C=CC=CC=4)C(C)(C)C=3C=CC=2)C=CC=CC=1.C(=O)([O-])[O-].[Cs+].[Cs+]. The catalyst is O1CCOCC1.C1C=CC(/C=C/C(/C=C/C2C=CC=CC=2)=O)=CC=1.C1C=CC(/C=C/C(/C=C/C2C=CC=CC=2)=O)=CC=1.C1C=CC(/C=C/C(/C=C/C2C=CC=CC=2)=O)=CC=1.[Pd].[Pd]. The product is [Cl:8][C:6]1[CH:7]=[C:2]([NH:11][C:12]2[N:17]=[CH:16][C:15]([CH:18]3[CH2:23][CH2:22][N:21]([C:24]([O:26][C:27]([CH3:30])([CH3:29])[CH3:28])=[O:25])[CH2:20][CH2:19]3)=[CH:14][CH:13]=2)[C:3](=[O:10])[N:4]([CH3:9])[N:5]=1. The yield is 0.820. (5) The reactants are Br[C:2]1[CH:3]=[N:4][C:5]([N:8]2[CH2:13][CH2:12][O:11][C@H:10]([CH2:14][N:15]3[C:19]4=[N:20][C:21]([C:24]5[CH:25]=[CH:26][C:27]([F:32])=[C:28]([CH:31]=5)[C:29]#[N:30])=[CH:22][N:23]=[C:18]4[N:17]=[N:16]3)[CH2:9]2)=[N:6][CH:7]=1.C([O-])([O-])=O.[Na+].[Na+].[F:39][C:40]1[CH:47]=[C:46](B2OC(C)(C)C(C)(C)O2)[CH:45]=[CH:44][C:41]=1[CH:42]=[O:43]. The catalyst is C1C=CC([P]([Pd]([P](C2C=CC=CC=2)(C2C=CC=CC=2)C2C=CC=CC=2)([P](C2C=CC=CC=2)(C2C=CC=CC=2)C2C=CC=CC=2)[P](C2C=CC=CC=2)(C2C=CC=CC=2)C2C=CC=CC=2)(C2C=CC=CC=2)C2C=CC=CC=2)=CC=1.O1CCOCC1. The product is [F:32][C:27]1[CH:26]=[CH:25][C:24]([C:21]2[N:20]=[C:19]3[N:15]([CH2:14][C@H:10]4[O:11][CH2:12][CH2:13][N:8]([C:5]5[N:4]=[CH:3][C:2]([C:46]6[CH:45]=[CH:44][C:41]([CH:42]=[O:43])=[C:40]([F:39])[CH:47]=6)=[CH:7][N:6]=5)[CH2:9]4)[N:16]=[N:17][C:18]3=[N:23][CH:22]=2)=[CH:31][C:28]=1[C:29]#[N:30]. The yield is 0.900.